From a dataset of Reaction yield outcomes from USPTO patents with 853,638 reactions. Predict the reaction yield, written as a fraction of the theoretical maximum amount of product (1.0 means a 100% yield; for example, 0.34 means a 34% yield). (1) The reactants are [I:1][C:2]1[CH:3]=[C:4]([OH:8])[CH:5]=[CH:6][CH:7]=1.[CH3:9][C:10]1[O:14][C:13]([C:15]2[CH:20]=[CH:19][CH:18]=[CH:17][CH:16]=2)=[N:12][C:11]=1[CH2:21][CH2:22]C1C=C(C)C=CC=1S([O-])(=O)=O. No catalyst specified. The product is [I:1][C:2]1[CH:3]=[C:4]([CH:5]=[CH:6][CH:7]=1)[O:8][CH2:22][CH2:21][C:11]1[N:12]=[C:13]([C:15]2[CH:20]=[CH:19][CH:18]=[CH:17][CH:16]=2)[O:14][C:10]=1[CH3:9]. The yield is 0.770. (2) The reactants are [OH-].[Li+].[C:3]([C:5]1[CH:6]=[C:7]([CH:12]=[CH:13][N:14]=1)[C:8]([O:10]C)=[O:9])#[N:4]. The catalyst is C1COCC1.O. The product is [C:3]([C:5]1[CH:6]=[C:7]([CH:12]=[CH:13][N:14]=1)[C:8]([OH:10])=[O:9])#[N:4]. The yield is 0.890. (3) The reactants are [C:1]([C:5]1[CH:6]=[C:7]([OH:11])[CH:8]=[CH:9][CH:10]=1)([CH3:4])([CH3:3])[CH3:2].Cl[CH:13]([O:15]C(Cl)Cl)Cl. The catalyst is ClCCl.[Ti](Cl)(Cl)(Cl)Cl. The product is [C:1]([C:5]1[CH:10]=[CH:9][C:8]([CH:13]=[O:15])=[C:7]([OH:11])[CH:6]=1)([CH3:4])([CH3:2])[CH3:3]. The yield is 0.770. (4) The reactants are [NH2:1][C:2]1[N:7]=[CH:6][C:5]([O:8][C:9]2[CH:14]=[CH:13][C:12]([NH:15][C:16](=[O:25])[O:17][CH2:18][C:19]3[CH:24]=[CH:23][CH:22]=[CH:21][CH:20]=3)=[C:11]([F:26])[CH:10]=2)=[CH:4][CH:3]=1.[C:27]1([CH3:37])[CH:32]=[CH:31][C:30]([S:33](Cl)(=[O:35])=[O:34])=[CH:29][CH:28]=1. The catalyst is N1C=CC=CC=1. The product is [F:26][C:11]1[CH:10]=[C:9]([O:8][C:5]2[CH:6]=[N:7][C:2]([NH:1][S:33]([C:30]3[CH:31]=[CH:32][C:27]([CH3:37])=[CH:28][CH:29]=3)(=[O:35])=[O:34])=[CH:3][CH:4]=2)[CH:14]=[CH:13][C:12]=1[NH:15][C:16](=[O:25])[O:17][CH2:18][C:19]1[CH:24]=[CH:23][CH:22]=[CH:21][CH:20]=1. The yield is 0.700.